Predict which catalyst facilitates the given reaction. From a dataset of Catalyst prediction with 721,799 reactions and 888 catalyst types from USPTO. (1) Reactant: [CH:1]1[CH:6]=[C:5]2[CH:7]=[C:8]([CH:10]=O)[S:9][C:4]2=[CH:3][CH:2]=1.[C:12]([NH:15][CH2:16][C:17]([OH:19])=[O:18])(=O)[CH3:13].C([O-])(=O)C.[Na+]. Product: [S:9]1[C:4]2[CH:3]=[CH:2][CH:1]=[CH:6][C:5]=2[CH:7]=[C:8]1/[CH:10]=[C:16]1\[N:15]=[C:12]([CH3:13])[O:19][C:17]\1=[O:18]. The catalyst class is: 152. (2) Reactant: CC(O)=O.[NH2:5][C@@H:6]1[CH2:8][C@H:7]1[C:9]1[CH:10]=[CH:11][C:12]([NH:15][C:16]2[CH:17]=[C:18]([CH:21]=[CH:22][CH:23]=2)[C:19]#[N:20])=[N:13][CH:14]=1.O=[C:25]1[CH2:30][CH2:29][CH:28]([NH:31][C:32](=[O:38])[O:33][C:34]([CH3:37])([CH3:36])[CH3:35])[CH2:27][CH2:26]1.C(O[BH-](OC(=O)C)OC(=O)C)(=O)C.[Na+]. Product: [C:19]([C:18]1[CH:17]=[C:16]([NH:15][C:12]2[N:13]=[CH:14][C:9]([C@@H:7]3[CH2:8][C@H:6]3[NH:5][CH:25]3[CH2:26][CH2:27][CH:28]([NH:31][C:32](=[O:38])[O:33][C:34]([CH3:36])([CH3:35])[CH3:37])[CH2:29][CH2:30]3)=[CH:10][CH:11]=2)[CH:23]=[CH:22][CH:21]=1)#[N:20]. The catalyst class is: 26. (3) Reactant: CO[C:3](=[O:12])[C:4]1[CH:9]=[CH:8][CH:7]=[CH:6][C:5]=1[CH2:10]Br.[O:13]([C:20]1[CH:27]=[CH:26][C:23]([CH2:24][NH2:25])=[CH:22][CH:21]=1)[C:14]1[CH:19]=[CH:18][CH:17]=[CH:16][CH:15]=1.C([O-])([O-])=O.[K+].[K+].C(OCC)(=O)C. Product: [O:13]([C:20]1[CH:21]=[CH:22][C:23]([CH2:24][N:25]2[CH2:10][C:5]3[C:4](=[CH:9][CH:8]=[CH:7][CH:6]=3)[C:3]2=[O:12])=[CH:26][CH:27]=1)[C:14]1[CH:15]=[CH:16][CH:17]=[CH:18][CH:19]=1. The catalyst class is: 345.